Dataset: Full USPTO retrosynthesis dataset with 1.9M reactions from patents (1976-2016). Task: Predict the reactants needed to synthesize the given product. (1) Given the product [N:30]1[CH:31]=[CH:32][CH:33]=[N:34][C:29]=1[C:27](=[O:28])[CH2:1][N:2]([CH3:10])[C:3](=[O:9])[O:4][C:5]([CH3:8])([CH3:7])[CH3:6], predict the reactants needed to synthesize it. The reactants are: [CH3:1][N:2]([CH3:10])[C:3](=[O:9])[O:4][C:5]([CH3:8])([CH3:7])[CH3:6].C([Li])(CC)C.CCOCC.[Mg+2].[Br-].[Br-].CON(C)[C:27]([C:29]1[N:34]=[CH:33][CH:32]=[CH:31][N:30]=1)=[O:28]. (2) Given the product [C:21]([CH:3]1[CH:4]([C:8]2[CH:9]=[CH:10][CH:11]=[CH:12][CH:13]=2)[NH:5][CH2:6][CH2:7][N:2]1[CH3:1])(=[O:28])[C:22]1[CH:27]=[CH:26][CH:25]=[CH:24][CH:23]=1, predict the reactants needed to synthesize it. The reactants are: [CH3:1][N:2]1[CH2:7][CH2:6][NH:5][CH:4]([C:8]2[CH:13]=[CH:12][CH:11]=[CH:10][CH:9]=2)[CH2:3]1.C(N(CC)CC)C.[C:21](Cl)(=[O:28])[C:22]1[CH:27]=[CH:26][CH:25]=[CH:24][CH:23]=1. (3) Given the product [C:9]([O:45][C:44](=[O:46])[NH:43][C:12]1[CH:11]=[CH:10][C:9]([CH2:8][NH:7][C:6]([NH:5][C:3](=[NH:4])[N:2]([CH3:1])[CH3:26])=[NH:25])=[CH:14][CH:13]=1)([CH3:14])([CH3:10])[CH3:8], predict the reactants needed to synthesize it. The reactants are: [CH3:1][N:2]([CH3:26])[C:3]([NH:5][C:6](=[NH:25])[NH:7][CH2:8][C:9]1[CH:14]=[CH:13][C:12](C(CCCCCC)C([O-])=O)=[CH:11][CH:10]=1)=[NH:4].CN(C)C(NC(=N)NCC1C=CC(CC[N:43](CC)[C:44](=[O:46])[O-:45])=CC=1)=N. (4) Given the product [CH2:27]([O:30][N:31]([CH:44]1[CH2:49][N:48]([C:50]([O:52][C:53]([CH3:56])([CH3:55])[CH3:54])=[O:51])[C@H:47]([CH2:57][O:58][Si:59]([C:62]([CH3:65])([CH3:64])[CH3:63])([CH3:60])[CH3:61])[CH:46]=[C:45]1[CH2:66][C:67]([NH2:68])=[O:14])[S:32]([C:35]1[CH:40]=[CH:39][CH:38]=[CH:37][C:36]=1[N+:41]([O-:43])=[O:42])(=[O:34])=[O:33])[CH:28]=[CH2:29], predict the reactants needed to synthesize it. The reactants are: CCCCN(C(NC(C1C=C(OC)C(OC)=C(OC)C=1)=[O:14])=S)CCCC.[CH2:27]([O:30][N:31]([CH:44]1[CH2:49][N:48]([C:50]([O:52][C:53]([CH3:56])([CH3:55])[CH3:54])=[O:51])[C@H:47]([CH2:57][O:58][Si:59]([C:62]([CH3:65])([CH3:64])[CH3:63])([CH3:61])[CH3:60])[CH:46]=[C:45]1[CH2:66][C:67]#[N:68])[S:32]([C:35]1[CH:40]=[CH:39][CH:38]=[CH:37][C:36]=1[N+:41]([O-:43])=[O:42])(=[O:34])=[O:33])[CH:28]=[CH2:29].C(=NO)C.CO. (5) Given the product [CH3:14][C:11]1[CH:12]=[CH:13][C:8]([NH2:7])=[CH:9][C:10]=1[NH:15][C:16]1[N:17]([C:21]2[CH:26]=[C:25]([NH:27][CH3:28])[N:24]=[CH:23][N:22]=2)[N:18]=[CH:19][N:20]=1, predict the reactants needed to synthesize it. The reactants are: C(OC(=O)[NH:7][C:8]1[CH:13]=[CH:12][C:11]([CH3:14])=[C:10]([NH:15][C:16]2[N:17]([C:21]3[CH:26]=[C:25]([NH:27][CH3:28])[N:24]=[CH:23][N:22]=3)[N:18]=[CH:19][N:20]=2)[CH:9]=1)(C)(C)C.C(O)(C(F)(F)F)=O.